This data is from Forward reaction prediction with 1.9M reactions from USPTO patents (1976-2016). The task is: Predict the product of the given reaction. (1) Given the reactants C([O:3][C:4]([CH:6]1[CH2:11][CH2:10][CH:9]([N:12]2[CH:16]=[C:15]([C:17]3[CH:18]=[N:19][C:20]([C:23]4[CH:28]=[CH:27][CH:26]=[C:25]([C:29]5[CH:30]=[N:31][N:32]([CH3:34])[CH:33]=5)[CH:24]=4)=[N:21][CH:22]=3)[CH:14]=[N:13]2)[CH2:8][CH2:7]1)=[O:5])C.[OH-].[Na+].Cl, predict the reaction product. The product is: [CH3:34][N:32]1[CH:33]=[C:29]([C:25]2[CH:24]=[C:23]([C:20]3[N:21]=[CH:22][C:17]([C:15]4[CH:14]=[N:13][N:12]([CH:9]5[CH2:8][CH2:7][CH:6]([C:4]([OH:5])=[O:3])[CH2:11][CH2:10]5)[CH:16]=4)=[CH:18][N:19]=3)[CH:28]=[CH:27][CH:26]=2)[CH:30]=[N:31]1. (2) The product is: [NH2:27][C@@H:23]([C:10]1[N:11]([CH2:16][C:17]2[S:18][CH:19]=[C:20]([CH3:22])[CH:21]=2)[C:12](=[O:15])[C:13]2[O:14][C:5]3[CH:4]=[CH:3][C:2]([F:1])=[CH:7][C:6]=3[C:8]=2[N:9]=1)[CH:24]([CH3:26])[CH3:25]. Given the reactants [F:1][C:2]1[CH:3]=[CH:4][C:5]2[O:14][C:13]3[C:12](=[O:15])[N:11]([CH2:16][C:17]4[S:18][CH:19]=[C:20]([CH3:22])[CH:21]=4)[C:10]([C@H:23]([NH:27]C(=O)OC(C)(C)C)[CH:24]([CH3:26])[CH3:25])=[N:9][C:8]=3[C:6]=2[CH:7]=1.Cl, predict the reaction product. (3) Given the reactants C([O:5][C:6](=O)[C@@H:7]([O:9][C:10]1[CH:31]=[CH:30][C:13]2[C:14]3[N:18]([CH2:19][CH2:20][O:21][C:12]=2[CH:11]=1)[CH:17]=[C:16]([C:22]1[N:23]([CH:27]([CH3:29])[CH3:28])[N:24]=[CH:25][N:26]=1)[N:15]=3)[CH3:8])(C)(C)C.C(O)(C(F)(F)F)=O.C[N:41](C(ON1N=NC2C=CC=NC1=2)=[N+](C)C)C.F[P-](F)(F)(F)(F)F.[Cl-].[NH4+].C(N(CC)CC)C, predict the reaction product. The product is: [CH:27]([N:23]1[C:22]([C:16]2[N:15]=[C:14]3[C:13]4[CH:30]=[CH:31][C:10]([O:9][C@@H:7]([CH3:8])[C:6]([NH2:41])=[O:5])=[CH:11][C:12]=4[O:21][CH2:20][CH2:19][N:18]3[CH:17]=2)=[N:26][CH:25]=[N:24]1)([CH3:29])[CH3:28]. (4) The product is: [C:19]([O:1][CH2:2][C:3]1[CH:4]=[C:5]2[C:10](=[CH:11][CH:12]=1)[CH:9]=[C:8]([OH:13])[CH:7]=[CH:6]2)(=[O:23])[C:20]([CH3:22])=[CH2:21]. Given the reactants [OH:1][CH2:2][C:3]1[CH:4]=[C:5]2[C:10](=[CH:11][CH:12]=1)[CH:9]=[C:8]([OH:13])[CH:7]=[CH:6]2.C([Li])CCC.[C:19](Cl)(=[O:23])[C:20]([CH3:22])=[CH2:21].[Cl-].[NH4+], predict the reaction product. (5) The product is: [O:8]([C:15]1[C:20]([C:21]2[N:25]=[CH:24][NH:23][N:22]=2)=[N:19][N:18]([C:27]2[CH:32]=[CH:31][CH:30]=[CH:29][CH:28]=2)[C:17](=[O:33])[CH:16]=1)[C:9]1[CH:14]=[CH:13][CH:12]=[CH:11][CH:10]=1. Given the reactants O.NN.CC(O)=O.[O:8]([C:15]1[C:20]([C:21]2[N:25]=[C:24](C)[NH:23][N:22]=2)=[N:19][N:18]([C:27]2[CH:32]=[CH:31][CH:30]=[CH:29][CH:28]=2)[C:17](=[O:33])[CH:16]=1)[C:9]1[CH:14]=[CH:13][CH:12]=[CH:11][CH:10]=1, predict the reaction product. (6) The product is: [F:1][C:2]1[CH:3]=[C:4]([CH:9]2[CH2:14][CH:13]([C:15]([F:17])([F:16])[F:18])[CH2:12][N:11]3[N:19]=[C:20]([NH2:22])[N:21]=[C:10]23)[CH:5]=[CH:6][C:7]=1[F:8]. Given the reactants [F:1][C:2]1[CH:3]=[C:4]([C:9]2[C:10]3[N:11]([N:19]=[C:20]([NH2:22])[N:21]=3)[CH:12]=[C:13]([C:15]([F:18])([F:17])[F:16])[CH:14]=2)[CH:5]=[CH:6][C:7]=1[F:8].[Mg].II, predict the reaction product. (7) Given the reactants [N:1]1([C:7]2[CH:15]=[CH:14][C:13]([N+:16]([O-:18])=[O:17])=[CH:12][C:8]=2[C:9]([OH:11])=O)[CH2:6][CH2:5][O:4][CH2:3][CH2:2]1.CN(C)C=O.C(N(C(C)C)C(C)C)C.[Cl:33][C:34]1[CH:48]=[CH:47][C:37]2[N:38]=[C:39]([N:41]3[CH2:46][CH2:45][NH:44][CH2:43][CH2:42]3)[S:40][C:36]=2[CH:35]=1, predict the reaction product. The product is: [Cl:33][C:34]1[CH:48]=[CH:47][C:37]2[N:38]=[C:39]([N:41]3[CH2:46][CH2:45][N:44]([C:9]([C:8]4[CH:12]=[C:13]([N+:16]([O-:18])=[O:17])[CH:14]=[CH:15][C:7]=4[N:1]4[CH2:2][CH2:3][O:4][CH2:5][CH2:6]4)=[O:11])[CH2:43][CH2:42]3)[S:40][C:36]=2[CH:35]=1.